Dataset: Reaction yield outcomes from USPTO patents with 853,638 reactions. Task: Predict the reaction yield, written as a fraction of the theoretical maximum amount of product (1.0 means a 100% yield; for example, 0.34 means a 34% yield). The reactants are [NH:1]1[C:9]2[C:4](=[CH:5][C:6](N)=[CH:7][CH:8]=2)[CH:3]=[N:2]1.Cl.N([O-])=O.[Na+].C([O-])([O-])=O.[Na+].[Na+].[C-]#N.[Na+].[C:25]([Cu])#[N:26]. The catalyst is O.CCOC(C)=O. The product is [NH:1]1[C:9]2[C:4](=[CH:5][C:6]([C:25]#[N:26])=[CH:7][CH:8]=2)[CH:3]=[N:2]1. The yield is 0.450.